Dataset: Forward reaction prediction with 1.9M reactions from USPTO patents (1976-2016). Task: Predict the product of the given reaction. (1) Given the reactants [OH:1][C:2]1[CH:9]=[CH:8][CH:7]=[CH:6][C:3]=1[CH:4]=[O:5].C(Cl)Cl.N1C=CN=C1.[Si:18](Cl)([C:21]([CH3:24])([CH3:23])[CH3:22])([CH3:20])[CH3:19], predict the reaction product. The product is: [Si:18]([O:1][C:2]1[CH:9]=[CH:8][CH:7]=[CH:6][C:3]=1[CH:4]=[O:5])([C:21]([CH3:24])([CH3:23])[CH3:22])([CH3:20])[CH3:19]. (2) The product is: [Cl:1][C:2]1[S:6][C:5]([S:7]([NH:10][CH2:11][CH2:12][C:13]([NH:16][C:17]2[CH:18]=[CH:19][C:20]([N:23]3[CH2:28][CH2:27][O:26][CH2:25][C:24]3=[O:29])=[CH:21][CH:22]=2)=[O:15])(=[O:8])=[O:9])=[CH:4][CH:3]=1. Given the reactants [Cl:1][C:2]1[S:6][C:5]([S:7]([NH:10][CH2:11][CH2:12][C:13]([OH:15])=O)(=[O:9])=[O:8])=[CH:4][CH:3]=1.[NH2:16][C:17]1[CH:22]=[CH:21][C:20]([N:23]2[CH2:28][CH2:27][O:26][CH2:25][C:24]2=[O:29])=[CH:19][CH:18]=1.[B-](F)(F)(F)F.CCOC(C(C#N)=NOC(N(C)C)=[N+](C)C)=O.C(N(CC)CC)C, predict the reaction product. (3) Given the reactants [CH3:1][C:2]1[CH:3]=[C:4]([N:11]2[CH2:16][CH2:15][CH:14]([N:17]3[CH2:21][CH2:20][CH2:19][C@@H:18]3[CH3:22])[CH2:13][CH2:12]2)[CH:5]=[CH:6][C:7]=1[N+:8]([O-])=O, predict the reaction product. The product is: [CH3:1][C:2]1[CH:3]=[C:4]([N:11]2[CH2:12][CH2:13][CH:14]([N:17]3[CH2:21][CH2:20][CH2:19][C@@H:18]3[CH3:22])[CH2:15][CH2:16]2)[CH:5]=[CH:6][C:7]=1[NH2:8]. (4) Given the reactants [CH2:1]1[C:9]2[C:4](=[CH:5][CH:6]=[CH:7][CH:8]=2)[CH2:3][CH:2]1[CH2:10][C:11](OCC)=[O:12].[H-].[H-].[H-].[H-].[Li+].[Al+3].CCOC(C)=O, predict the reaction product. The product is: [CH2:3]1[C:4]2[C:9](=[CH:8][CH:7]=[CH:6][CH:5]=2)[CH2:1][CH:2]1[CH2:10][CH2:11][OH:12]. (5) The product is: [CH3:23][O:24][CH2:25][CH2:26][O:27][CH2:28][O:10][C:7]1[CH:8]=[CH:9][C:4]([N+:1]([O-:3])=[O:2])=[CH:5][CH:6]=1. Given the reactants [N+:1]([C:4]1[CH:9]=[CH:8][C:7]([OH:10])=[CH:6][CH:5]=1)([O-:3])=[O:2].CCN(C(C)C)C(C)C.C(Cl)Cl.[CH2:23](Cl)[O:24][CH2:25][CH2:26][O:27][CH3:28], predict the reaction product. (6) The product is: [CH2:32]([N:28]([CH2:29][CH3:31])[C:15]1[N:20]=[C:19]([NH:1][CH:2]([CH2:6][C:7]2[CH:8]=[CH:9][C:10]([OH:13])=[CH:11][CH:12]=2)[C:3]([O:5][C:39]([CH3:40])([CH3:43])[CH3:34])=[O:4])[C:18]([N+:22]([O-:24])=[O:23])=[CH:17][N:16]=1)[CH3:33]. Given the reactants [NH2:1][CH:2]([CH2:6][C:7]1[CH:12]=[CH:11][C:10]([OH:13])=[CH:9][CH:8]=1)[C:3]([OH:5])=[O:4].Cl[C:15]1[N:20]=[C:19](Cl)[C:18]([N+:22]([O-:24])=[O:23])=[CH:17][N:16]=1.C([N:28]([CH2:32][CH3:33])[CH:29]([CH3:31])C)(C)C.[CH2:34](NCC)C.[CH2:39]1[CH2:43]OC[CH2:40]1, predict the reaction product.